This data is from Forward reaction prediction with 1.9M reactions from USPTO patents (1976-2016). The task is: Predict the product of the given reaction. (1) The product is: [CH2:13]([O:15][C:16]([CH2:18][C:19]1([CH3:36])[CH2:28][CH2:27][C:26]2[C:21](=[C:22]([CH3:35])[C:23]([CH3:34])=[C:24]([S:30]([NH:9][C:2](=[NH:10])[C:3]3[CH:8]=[CH:7][CH:6]=[CH:5][CH:4]=3)(=[O:31])=[O:32])[C:25]=2[CH3:29])[O:20]1)=[O:17])[CH3:14]. Given the reactants Cl.[C:2]([NH2:10])(=[NH:9])[C:3]1[CH:8]=[CH:7][CH:6]=[CH:5][CH:4]=1.[OH-].[Na+].[CH2:13]([O:15][C:16]([CH2:18][C:19]1([CH3:36])[CH2:28][CH2:27][C:26]2[C:21](=[C:22]([CH3:35])[C:23]([CH3:34])=[C:24]([S:30](Cl)(=[O:32])=[O:31])[C:25]=2[CH3:29])[O:20]1)=[O:17])[CH3:14].Cl, predict the reaction product. (2) Given the reactants [C:1]([O:5][C:6]([N:8]1[CH2:12][CH2:11][CH2:10][C:9]1([CH:14]=O)[CH3:13])=[O:7])([CH3:4])([CH3:3])[CH3:2].[Cl:16][C:17]1[CH:24]=[CH:23][CH:22]=[CH:21][C:18]=1[CH2:19][NH2:20].C(O)(=O)C.C(O[BH-](OC(=O)C)OC(=O)C)(=O)C.[Na+], predict the reaction product. The product is: [C:1]([O:5][C:6]([N:8]1[CH2:12][CH2:11][CH2:10][C:9]1([CH2:14][NH:20][CH2:19][C:18]1[CH:21]=[CH:22][CH:23]=[CH:24][C:17]=1[Cl:16])[CH3:13])=[O:7])([CH3:4])([CH3:3])[CH3:2]. (3) Given the reactants Cl.[CH:2]12[CH2:20][CH:5]([CH:6]([NH:8][C:9]([C:11]3[C:19]4[C:14](=[CH:15][CH:16]=[CH:17][CH:18]=4)[NH:13][N:12]=3)=[O:10])[CH2:7]1)[CH2:4][NH:3]2.[CH2:21]1[CH:23]([CH:24](O)C#N)[CH2:22]1.C(N(CC)C(C)C)(C)C.C(O)(=O)C.C(O[BH-](OC(=O)C)OC(=O)C)(=O)C.[Na+], predict the reaction product. The product is: [CH:23]1([CH2:24][N:3]2[CH2:4][CH:5]3[CH2:20][CH:2]2[CH2:7][CH:6]3[NH:8][C:9]([C:11]2[C:19]3[C:14](=[CH:15][CH:16]=[CH:17][CH:18]=3)[NH:13][N:12]=2)=[O:10])[CH2:21][CH2:22]1. (4) Given the reactants [CH:1]1[C:10]2[C:5](=[CH:6][CH:7]=[CH:8][CH:9]=2)[CH:4]=[CH:3][C:2]=1[OH:11].[H-].[Na+].[H][H].BrCCCC1C=CC=[C:22]2[C:23]([NH:25]C(=O)[C:21]=12)=O, predict the reaction product. The product is: [CH:1]1[C:10]2[C:5](=[CH:6][CH:7]=[CH:8][CH:9]=2)[CH:4]=[CH:3][C:2]=1[O:11][CH2:21][CH2:22][CH2:23][NH2:25]. (5) Given the reactants [C:1](O)([CH3:4])([CH3:3])[CH3:2].S(=O)(=O)(O)O.[CH:11]([O:14][C:15]([N:17]1[C:26]2[C:21](=[CH:22][C:23]([C:27]([F:30])([F:29])[F:28])=[CH:24][CH:25]=2)[C@@H:20]([N:31]([CH2:37][C:38]2[CH:43]=[C:42]([C:44]([F:47])([F:46])[F:45])[CH:41]=[C:40]([C:48]([F:51])([F:50])[F:49])[CH:39]=2)[C:32]2[NH:36][N:35]=[N:34][N:33]=2)[CH2:19][C@H:18]1[CH2:52][CH3:53])=[O:16])([CH3:13])[CH3:12].FC(F)(F)C(O)=O, predict the reaction product. The product is: [CH:11]([O:14][C:15]([N:17]1[C:26]2[C:21](=[CH:22][C:23]([C:27]([F:30])([F:29])[F:28])=[CH:24][CH:25]=2)[C@@H:20]([N:31]([CH2:37][C:38]2[CH:43]=[C:42]([C:44]([F:45])([F:46])[F:47])[CH:41]=[C:40]([C:48]([F:49])([F:50])[F:51])[CH:39]=2)[C:32]2[N:33]=[N:34][N:35]([C:1]([CH3:4])([CH3:3])[CH3:2])[N:36]=2)[CH2:19][C@H:18]1[CH2:52][CH3:53])=[O:16])([CH3:13])[CH3:12]. (6) Given the reactants [CH2:1]([N:8]1[CH2:13][CH:12]([CH2:14][OH:15])[CH2:11][CH:10]([CH:16]=[N:17]O)[CH2:9]1)[C:2]1[CH:7]=[CH:6][CH:5]=[CH:4][CH:3]=1.[I-].ClC1C=CC=CN1C.CCN(CC)CC.Cl, predict the reaction product. The product is: [CH2:1]([N:8]1[CH2:13][CH:12]([CH2:14][OH:15])[CH2:11][CH:10]([C:16]#[N:17])[CH2:9]1)[C:2]1[CH:3]=[CH:4][CH:5]=[CH:6][CH:7]=1.